This data is from Reaction yield outcomes from USPTO patents with 853,638 reactions. The task is: Predict the reaction yield, written as a fraction of the theoretical maximum amount of product (1.0 means a 100% yield; for example, 0.34 means a 34% yield). The reactants are [Na].[Na].C(N(CC(O)=O)CC(O)=O)CN(CC(O)=O)CC(O)=[O:8].[CH3:23][O:24][C:25]([C:27]1([CH:37]([O:44][Si:45]([C:48]([CH3:51])([CH3:50])[CH3:49])([CH3:47])[CH3:46])[CH:38]2[CH2:43][CH2:42][CH2:41][CH2:40][CH2:39]2)[C:31](=[CH2:32])[CH:30]([CH2:33][CH2:34][Cl:35])[C:29](=[O:36])[NH:28]1)=[O:26].FC(F)(F)C(=O)C.C(=O)(O)[O-].[Na+].OOS([O-])=O.[K+]. The catalyst is C(#N)C.O. The product is [CH3:23][O:24][C:25]([C:27]1([CH:37]([O:44][Si:45]([C:48]([CH3:51])([CH3:50])[CH3:49])([CH3:47])[CH3:46])[CH:38]2[CH2:39][CH2:40][CH2:41][CH2:42][CH2:43]2)[NH:28][C:29](=[O:36])[CH:30]([CH2:33][CH2:34][Cl:35])[C:31]21[O:8][CH2:32]2)=[O:26]. The yield is 0.720.